Dataset: Full USPTO retrosynthesis dataset with 1.9M reactions from patents (1976-2016). Task: Predict the reactants needed to synthesize the given product. (1) Given the product [Si:21]([O:38][CH2:39][C:40]1[N:41]=[C:42]([CH:62]([C:58]2[NH:57][CH:61]=[CH:60][N:59]=2)[OH:63])[C:43]([F:55])=[C:44]([Cl:54])[C:45]=1[N:46]1[CH2:51][C@H:50]([CH3:52])[O:49][C@H:48]([CH3:53])[CH2:47]1)([C:34]([CH3:37])([CH3:35])[CH3:36])([C:28]1[CH:33]=[CH:32][CH:31]=[CH:30][CH:29]=1)[C:22]1[CH:23]=[CH:24][CH:25]=[CH:26][CH:27]=1, predict the reactants needed to synthesize it. The reactants are: C(NC(C)C)(C)C.C([Li])CCC.[Li+].CC([N-]C(C)C)C.[Si:21]([O:38][CH2:39][C:40]1[C:45]([N:46]2[CH2:51][C@H:50]([CH3:52])[O:49][C@H:48]([CH3:53])[CH2:47]2)=[C:44]([Cl:54])[C:43]([F:55])=[CH:42][N:41]=1)([C:34]([CH3:37])([CH3:36])[CH3:35])([C:28]1[CH:33]=[CH:32][CH:31]=[CH:30][CH:29]=1)[C:22]1[CH:27]=[CH:26][CH:25]=[CH:24][CH:23]=1.C[N:57]1[CH:61]=[CH:60][N:59]=[C:58]1[CH:62]=[O:63]. (2) Given the product [C:12]([C:15]1[O:19][C:18]([C:20]2[CH:21]=[C:22]([S:26]([NH:29][C:39](=[O:40])[CH2:38][CH2:37][CH2:36][C:30]3[CH:35]=[CH:34][CH:33]=[CH:32][CH:31]=3)(=[O:27])=[O:28])[CH:23]=[CH:24][CH:25]=2)=[CH:17][CH:16]=1)(=[O:14])[CH3:13], predict the reactants needed to synthesize it. The reactants are: CCN=C=NCCCN(C)C.[C:12]([C:15]1[O:19][C:18]([C:20]2[CH:21]=[C:22]([S:26]([NH2:29])(=[O:28])=[O:27])[CH:23]=[CH:24][CH:25]=2)=[CH:17][CH:16]=1)(=[O:14])[CH3:13].[C:30]1([CH2:36][CH2:37][CH2:38][C:39](O)=[O:40])[CH:35]=[CH:34][CH:33]=[CH:32][CH:31]=1. (3) Given the product [Cl:1][C:2]1[N:3]=[C:4]([C:9]2[CH:10]=[N:11][CH:12]=[CH:13][CH:14]=2)[NH:5][C:6]=1[CH:7]=[O:8], predict the reactants needed to synthesize it. The reactants are: [Cl:1][C:2]1[N:3]=[C:4]([C:9]2[CH:10]=[N:11][CH:12]=[CH:13][CH:14]=2)[NH:5][C:6]=1[CH2:7][OH:8]. (4) The reactants are: C([N:8]1[CH2:29][CH2:28][C:11]2([C:15](=[O:16])[N:14]([C:17]3[CH:22]=[CH:21][C:20]([O:23][C:24]([F:27])([F:26])[F:25])=[CH:19][CH:18]=3)[CH2:13][CH2:12]2)[CH:10]([OH:30])[CH2:9]1)C1C=CC=CC=1.C(O)(=O)C.[OH-].[Na+]. Given the product [OH:30][CH:10]1[CH2:9][NH:8][CH2:29][CH2:28][C:11]21[C:15](=[O:16])[N:14]([C:17]1[CH:22]=[CH:21][C:20]([O:23][C:24]([F:27])([F:25])[F:26])=[CH:19][CH:18]=1)[CH2:13][CH2:12]2, predict the reactants needed to synthesize it.